This data is from Catalyst prediction with 721,799 reactions and 888 catalyst types from USPTO. The task is: Predict which catalyst facilitates the given reaction. (1) Reactant: [C:1]([C:5]1[CH:10]=[CH:9][C:8]([OH:11])=[C:7]([Cl:12])[CH:6]=1)([CH3:4])([CH3:3])[CH3:2].C(N(CC)CC)C.[F:20][C:21]([F:34])([F:33])[S:22](O[S:22]([C:21]([F:34])([F:33])[F:20])(=[O:24])=[O:23])(=[O:24])=[O:23]. Product: [C:1]([C:5]1[CH:10]=[CH:9][C:8]([O:11][S:22]([C:21]([F:34])([F:33])[F:20])(=[O:24])=[O:23])=[C:7]([Cl:12])[CH:6]=1)([CH3:4])([CH3:2])[CH3:3]. The catalyst class is: 2. (2) Reactant: [C:1]12([CH2:11][C:12]([NH:14][C:15]3[C:24]([CH3:25])=[CH:23][CH:22]=[C:21]4[C:16]=3[CH:17]=[CH:18][C:19](Cl)=[N:20]4)=[O:13])[CH2:10][CH:5]3[CH2:6][CH:7]([CH2:9][CH:3]([CH2:4]3)[CH2:2]1)[CH2:8]2.[C:27](=[O:30])([O-])[O-:28].[K+].[K+].[NH2:33][CH2:34][CH2:35][NH:36][CH2:37][CH2:38][OH:39]. Product: [C:1]12([CH2:11][C:12]([NH:14][C:15]3[C:24]([CH3:25])=[CH:23][CH:22]=[C:21]4[C:16]=3[CH:17]=[CH:18][C:19]([NH:33][CH2:34][CH2:35][N:36]([CH2:37][CH2:38][OH:39])[C:27](=[O:30])[O:28][C:1]([CH3:10])([CH3:8])[CH3:2])=[N:20]4)=[O:13])[CH2:10][CH:5]3[CH2:6][CH:7]([CH2:9][CH:3]([CH2:4]3)[CH2:2]1)[CH2:8]2. The catalyst class is: 264. (3) Reactant: [NH2:1][C:2]1[C:3]([Cl:9])=[N:4][CH:5]=[N:6][C:7]=1Cl.[CH2:10]([NH2:13])[CH:11]=[CH2:12]. Product: [CH2:10]([NH:13][C:7]1[C:2]([NH2:1])=[C:3]([Cl:9])[N:4]=[CH:5][N:6]=1)[CH:11]=[CH2:12]. The catalyst class is: 8.